From a dataset of Full USPTO retrosynthesis dataset with 1.9M reactions from patents (1976-2016). Predict the reactants needed to synthesize the given product. (1) Given the product [Cl:27][C:5]1[C:6]([NH:8][CH:9]2[CH2:26][CH2:25][C:12]3([CH2:17][CH2:16][N:15]([C:18]([O:20][C:21]([CH3:22])([CH3:23])[CH3:24])=[O:19])[CH2:14][CH2:13]3)[CH2:11][CH2:10]2)=[N:7][C:2]([NH:35][C:33]2[CH:32]=[N:31][N:30]([CH3:29])[CH:34]=2)=[N:3][CH:4]=1, predict the reactants needed to synthesize it. The reactants are: Cl[C:2]1[N:7]=[C:6]([NH:8][CH:9]2[CH2:26][CH2:25][C:12]3([CH2:17][CH2:16][N:15]([C:18]([O:20][C:21]([CH3:24])([CH3:23])[CH3:22])=[O:19])[CH2:14][CH2:13]3)[CH2:11][CH2:10]2)[C:5]([Cl:27])=[CH:4][N:3]=1.Cl.[CH3:29][N:30]1[CH:34]=[C:33]([NH2:35])[CH:32]=[N:31]1.CCN(C(C)C)C(C)C. (2) Given the product [CH3:1][C:2]1[CH:7]=[CH:6][C:5]([C:8]2[CH:13]=[CH:12][CH:11]=[CH:10][C:9]=2[C:14]2[N:15]([C:19]([C:20]3[CH:25]=[CH:24][CH:23]=[CH:22][CH:21]=3)([C:32]3[CH:33]=[CH:34][CH:35]=[CH:36][CH:37]=3)[C:26]3[CH:27]=[CH:28][CH:29]=[CH:30][CH:31]=3)[N:16]=[N:17][N:18]=2)=[CH:4][CH:3]=1, predict the reactants needed to synthesize it. The reactants are: [CH3:1][C:2]1[CH:7]=[CH:6][C:5]([C:8]2[CH:13]=[CH:12][CH:11]=[CH:10][C:9]=2[C:14]2[NH:18][N:17]=[N:16][N:15]=2)=[CH:4][CH:3]=1.[C:19](Cl)([C:32]1[CH:37]=[CH:36][CH:35]=[CH:34][CH:33]=1)([C:26]1[CH:31]=[CH:30][CH:29]=[CH:28][CH:27]=1)[C:20]1[CH:25]=[CH:24][CH:23]=[CH:22][CH:21]=1.C(N(CC)CC)C. (3) Given the product [F:1][C:2]1[CH:7]=[C:6]([F:8])[CH:5]=[CH:4][C:3]=1[CH2:9][C:10]1[CH:19]=[C:18]2[C:13]([C:14]([OH:26])=[C:15]([C:21]([NH:27][CH2:28][C:29]([CH3:33])([CH3:32])[CH2:30][OH:31])=[O:22])[C:16](=[O:20])[NH:17]2)=[N:12][CH:11]=1, predict the reactants needed to synthesize it. The reactants are: [F:1][C:2]1[CH:7]=[C:6]([F:8])[CH:5]=[CH:4][C:3]=1[CH2:9][C:10]1[CH:19]=[C:18]2[C:13]([C:14]([OH:26])=[C:15]([C:21](OCC)=[O:22])[C:16](=[O:20])[NH:17]2)=[N:12][CH:11]=1.[NH2:27][CH2:28][C:29]([CH3:33])([CH3:32])[CH2:30][OH:31]. (4) Given the product [CH3:9][O:10][C:11]1[CH:12]=[C:13]([CH2:25][CH2:26][NH:8][C:7](=[O:30])[CH2:6][C:2]2[S:1][CH:5]=[CH:4][CH:3]=2)[CH:14]=[CH:15][C:16]=1[O:17][CH2:18][C:19]1[CH:20]=[CH:21][CH:22]=[CH:23][CH:24]=1, predict the reactants needed to synthesize it. The reactants are: [S:1]1[CH:5]=[CH:4][CH:3]=[C:2]1[CH2:6][CH2:7][NH2:8].[CH3:9][O:10][C:11]1[CH:12]=[C:13]([CH2:25][C:26](O)=O)[CH:14]=[CH:15][C:16]=1[O:17][CH2:18][C:19]1[CH:24]=[CH:23][CH:22]=[CH:21][CH:20]=1.C[O:30]C1C=CC(OC)=CC=1CC(O)=O.